Dataset: Catalyst prediction with 721,799 reactions and 888 catalyst types from USPTO. Task: Predict which catalyst facilitates the given reaction. (1) Reactant: [Br:1][C:2]1[CH:3]=[C:4]([N:12]([CH:14]([CH2:16][CH3:17])[CH3:15])[CH3:13])[C:5]([CH3:11])=[C:6]([CH:10]=1)[C:7]([OH:9])=O.C(Cl)CCl.C1C=CC2N(O)N=NC=2C=1.CN1CCOCC1.Cl.[NH2:40][CH2:41][C:42]1[C:43](=[O:50])[NH:44][C:45]([CH3:49])=[CH:46][C:47]=1[CH3:48]. Product: [Br:1][C:2]1[CH:3]=[C:4]([N:12]([CH:14]([CH2:16][CH3:17])[CH3:15])[CH3:13])[C:5]([CH3:11])=[C:6]([CH:10]=1)[C:7]([NH:40][CH2:41][C:42]1[C:43](=[O:50])[NH:44][C:45]([CH3:49])=[CH:46][C:47]=1[CH3:48])=[O:9]. The catalyst class is: 16. (2) Reactant: [NH2:1][C:2]1[C:10]2[C:9]([C:11]3[CH:16]=[C:15]([O:17]C)[CH:14]=[C:13]([Cl:19])[CH:12]=3)=[N:8][C:7]([NH:20][CH:21]3[CH2:23][CH2:22]3)=[N:6][C:5]=2[S:4][C:3]=1[C:24]([NH2:26])=[O:25].B(Br)(Br)Br. Product: [NH2:1][C:2]1[C:10]2[C:9]([C:11]3[CH:16]=[C:15]([OH:17])[CH:14]=[C:13]([Cl:19])[CH:12]=3)=[N:8][C:7]([NH:20][CH:21]3[CH2:23][CH2:22]3)=[N:6][C:5]=2[S:4][C:3]=1[C:24]([NH2:26])=[O:25]. The catalyst class is: 4.